This data is from Catalyst prediction with 721,799 reactions and 888 catalyst types from USPTO. The task is: Predict which catalyst facilitates the given reaction. (1) Reactant: [CH3:1][O:2][C:3](=[O:7])[C:4](Cl)=[O:5].[CH3:8][O:9][C:10]1[CH:19]=[C:18]([O:20][CH3:21])[CH:17]=[C:16]2[C:11]=1[C:12](=[O:35])[NH:13][C:14]([C:22]1[C:27]([NH:28][CH:29]3[CH2:34][CH2:33][NH:32][CH2:31][CH2:30]3)=[CH:26][CH:25]=[CH:24][N:23]=1)=[N:15]2.C(N(CC)CC)C. Product: [CH3:1][O:2][C:3](=[O:7])[C:4]([N:32]1[CH2:31][CH2:30][CH:29]([NH:28][C:27]2[C:22]([C:14]3[NH:13][C:12](=[O:35])[C:11]4[C:16](=[CH:17][C:18]([O:20][CH3:21])=[CH:19][C:10]=4[O:9][CH3:8])[N:15]=3)=[N:23][CH:24]=[CH:25][CH:26]=2)[CH2:34][CH2:33]1)=[O:5]. The catalyst class is: 1. (2) Reactant: [N:1]1[N:2]([C:6]2[CH:14]=[CH:13][CH:12]=[CH:11][C:7]=2[C:8]([OH:10])=O)[N:3]=[CH:4][CH:5]=1.[N:15]1(O)[C:19]2[CH:20]=[CH:21][CH:22]=[CH:23][C:18]=2N=N1.CN(C)CCCN=C=NCC.C(N(C(C)C)CC)(C)C.CN([CH:48]=[O:49])C. Product: [OH:49][CH2:48][C@H:20]1[CH2:19][N:15]([C:8]([C:7]2[CH:11]=[CH:12][CH:13]=[CH:14][C:6]=2[N:2]2[N:1]=[CH:5][CH:4]=[N:3]2)=[O:10])[C@H:23]([CH3:18])[CH2:22][CH2:21]1. The catalyst class is: 13. (3) Reactant: [N:1]1[CH:6]=[CH:5][CH:4]=[CH:3][C:2]=1[C:7]1[NH:23][C:10]2[N:11]=[CH:12][N:13]=[C:14]([O:15][C:16]3[CH:21]=[CH:20][C:19]([NH2:22])=[CH:18][CH:17]=3)[C:9]=2[CH:8]=1.C1([O:30][C:31](=O)[NH:32][C:33]2[S:34][CH:35]=[CH:36][N:37]=2)C=CC=CC=1. Product: [N:1]1[CH:6]=[CH:5][CH:4]=[CH:3][C:2]=1[C:7]1[NH:23][C:10]2[N:11]=[CH:12][N:13]=[C:14]([O:15][C:16]3[CH:21]=[CH:20][C:19]([NH:22][C:31]([NH:32][C:33]4[S:34][CH:35]=[CH:36][N:37]=4)=[O:30])=[CH:18][CH:17]=3)[C:9]=2[CH:8]=1. The catalyst class is: 16.